Dataset: Full USPTO retrosynthesis dataset with 1.9M reactions from patents (1976-2016). Task: Predict the reactants needed to synthesize the given product. (1) Given the product [NH2:26][C:8]1[N:7]=[C:6]([O:5][CH2:1][CH2:2][CH2:3][CH3:4])[N:14]=[C:13]2[C:9]=1[NH:10][C:11](=[O:24])[N:12]2[CH2:15][CH2:16][CH2:17][CH:18]1[CH2:23][CH2:22][CH2:21][CH2:20][N:19]1[CH:28]1[CH2:32][CH2:31][CH2:30][CH2:29]1, predict the reactants needed to synthesize it. The reactants are: [CH2:1]([O:5][C:6]1[N:14]=[C:13]2[C:9]([N:10]=[C:11]([O:24]C)[N:12]2[CH2:15][CH2:16][CH2:17][CH:18]2[CH2:23][CH2:22][CH2:21][CH2:20][NH:19]2)=[C:8]([NH2:26])[N:7]=1)[CH2:2][CH2:3][CH3:4].I[CH:28]1[CH2:32][CH2:31][CH2:30][CH2:29]1. (2) Given the product [F:1][C:2]1[N:7]=[CH:6][C:5]([C:8]2[CH2:12][NH:11][C:10](=[O:20])[CH:9]=2)=[CH:4][CH:3]=1, predict the reactants needed to synthesize it. The reactants are: [F:1][C:2]1[N:7]=[CH:6][C:5]([C:8]2[CH2:12][N:11](C(OC(C)(C)C)=O)[C:10](=[O:20])[CH:9]=2)=[CH:4][CH:3]=1.C(O)(C(F)(F)F)=O. (3) The reactants are: [N:1]1[CH:6]=[CH:5][CH:4]=[CH:3][C:2]=1[C:7]1[N:15]=[C:10]2[CH:11]=[N:12][NH:13][CH:14]=[C:9]2[N:8]=1.[F:16][C:17]([F:36])([F:35])[C:18]1[CH:23]=[C:22]([C:24]([F:27])([F:26])[F:25])[CH:21]=[CH:20][C:19]=1[C:28]1[CH:32]=[C:31]([CH2:33]Cl)[O:30][N:29]=1. Given the product [F:36][C:17]([F:16])([F:35])[C:18]1[CH:23]=[C:22]([C:24]([F:27])([F:25])[F:26])[CH:21]=[CH:20][C:19]=1[C:28]1[CH:32]=[C:31]([CH2:33][N:12]2[CH:11]=[C:10]3[N:15]=[C:7]([C:2]4[CH:3]=[CH:4][CH:5]=[CH:6][N:1]=4)[N:8]=[C:9]3[CH:14]=[N:13]2)[O:30][N:29]=1, predict the reactants needed to synthesize it. (4) Given the product [OH:27][CH2:26][CH:19]1[C:18]2[C:13](=[CH:14][CH:15]=[CH:16][CH:17]=2)[C:12](=[O:30])[N:11]([CH2:10][CH2:9][O:8][CH3:7])[CH:20]1[C:21]1[S:22][CH:23]=[CH:24][CH:25]=1, predict the reactants needed to synthesize it. The reactants are: [H-].[Al+3].[Li+].[H-].[H-].[H-].[CH3:7][O:8][CH2:9][CH2:10][N:11]1[CH:20]([C:21]2[S:22][CH:23]=[CH:24][CH:25]=2)[CH:19]([C:26](OC)=[O:27])[C:18]2[C:13](=[CH:14][CH:15]=[CH:16][CH:17]=2)[C:12]1=[O:30].O. (5) Given the product [CH2:1]([S:3]([CH2:6][CH2:7][CH2:8][C:9]12[CH2:16][CH2:15][C:12]([C:17]3[N:19]([CH3:20])[C:35]([C:30]4[CH:31]=[CH:32][CH:33]=[CH:34][C:29]=4[C:28]([F:27])([F:41])[F:40])=[N:36][N:37]=3)([CH2:13][CH2:14]1)[CH2:11][CH2:10]2)(=[O:5])=[O:4])[CH3:2], predict the reactants needed to synthesize it. The reactants are: [CH2:1]([S:3]([CH2:6][CH2:7][CH2:8][C:9]12[CH2:16][CH2:15][C:12]([C:17]([NH:19][CH3:20])=O)([CH2:13][CH2:14]1)[CH2:11][CH2:10]2)(=[O:5])=[O:4])[CH3:2].C(Cl)(=O)C(Cl)=O.[F:27][C:28]([F:41])([F:40])[C:29]1[CH:34]=[CH:33][CH:32]=[CH:31][C:30]=1[C:35]1NN=[N:37][N:36]=1. (6) The reactants are: [NH2:1][C:2]1[NH:6][N:5]=[C:4]([NH:7][C:8]2[CH:13]=[CH:12][CH:11]=[C:10]([Cl:14])[CH:9]=2)[C:3]=1[C:15]([NH2:17])=[O:16].[CH3:18][S:19]([C:22]1[CH:29]=[CH:28][C:25]([CH:26]=O)=[CH:24][CH:23]=1)(=[O:21])=[O:20]. Given the product [Cl:14][C:10]1[CH:9]=[C:8]([NH:7][C:4]2[C:3]([C:15]([NH2:17])=[O:16])=[C:2]([N:1]=[CH:26][C:25]3[CH:24]=[CH:23][C:22]([S:19]([CH3:18])(=[O:21])=[O:20])=[CH:29][CH:28]=3)[NH:6][N:5]=2)[CH:13]=[CH:12][CH:11]=1, predict the reactants needed to synthesize it. (7) Given the product [CH3:17][O:18][C:19](=[O:35])[C:20]1[CH:25]=[C:24]([S:26](=[O:31])(=[O:32])[NH:27][CH2:28][CH2:29][S:16][C:13]2[CH:14]=[CH:15][C:10]([CH:7]([CH3:9])[CH3:8])=[CH:11][CH:12]=2)[CH:23]=[C:22]([CH3:33])[C:21]=1[CH3:34], predict the reactants needed to synthesize it. The reactants are: CC(C)([O-])C.[Na+].[CH:7]([C:10]1[CH:15]=[CH:14][C:13]([SH:16])=[CH:12][CH:11]=1)([CH3:9])[CH3:8].[CH3:17][O:18][C:19](=[O:35])[C:20]1[CH:25]=[C:24]([S:26](=[O:32])(=[O:31])[NH:27][CH2:28][CH2:29]Br)[CH:23]=[C:22]([CH3:33])[C:21]=1[CH3:34].